Task: Regression. Given two drug SMILES strings and cell line genomic features, predict the synergy score measuring deviation from expected non-interaction effect.. Dataset: NCI-60 drug combinations with 297,098 pairs across 59 cell lines (1) Drug 1: C1=CN(C(=O)N=C1N)C2C(C(C(O2)CO)O)O.Cl. Drug 2: CC(C)NC(=O)C1=CC=C(C=C1)CNNC.Cl. Cell line: LOX IMVI. Synergy scores: CSS=37.3, Synergy_ZIP=0.553, Synergy_Bliss=0.283, Synergy_Loewe=-20.2, Synergy_HSA=0.134. (2) Drug 1: CN(CC1=CN=C2C(=N1)C(=NC(=N2)N)N)C3=CC=C(C=C3)C(=O)NC(CCC(=O)O)C(=O)O. Drug 2: CC1CCCC2(C(O2)CC(NC(=O)CC(C(C(=O)C(C1O)C)(C)C)O)C(=CC3=CSC(=N3)C)C)C. Cell line: RXF 393. Synergy scores: CSS=24.9, Synergy_ZIP=-12.7, Synergy_Bliss=-11.6, Synergy_Loewe=-6.37, Synergy_HSA=-5.22.